From a dataset of Forward reaction prediction with 1.9M reactions from USPTO patents (1976-2016). Predict the product of the given reaction. (1) Given the reactants Br[C:2]1[O:6][C:5]([C:7]([O:9][CH3:10])=[O:8])=[CH:4][CH:3]=1.C(=O)([O-])[O-].[K+].[K+].O1CCO[CH2:19][CH2:18]1, predict the reaction product. The product is: [CH:18]([C:2]1[O:6][C:5]([C:7]([O:9][CH3:10])=[O:8])=[CH:4][CH:3]=1)=[CH2:19]. (2) Given the reactants [Cl:1][C:2]1[CH:3]=[CH:4][C:5]([O:25][CH3:26])=[C:6]([C:8]2[C:12]([NH:13][C:14]([C:16]3[C:24]4[N:23]=[CH:22]N=CC=4NN=3)=[O:15])=[CH:11][NH:10][N:9]=2)[CH:7]=1.[C:27]([O:31][C:32](=[O:35])[CH2:33]Br)([CH3:30])([CH3:29])[CH3:28].C(=O)([O-])[O-].[Cs+].[Cs+].C(=O)([O-])[O-], predict the reaction product. The product is: [Cl:1][C:2]1[CH:3]=[CH:4][C:5]([O:25][CH3:26])=[C:6]([C:8]2[C:12]([NH:13][C:14]([C:16]3[CH:11]=[N:10][N:9]4[CH:8]=[CH:6][CH:22]=[N:23][C:24]=34)=[O:15])=[CH:11][N:10]([CH2:33][C:32]([O:31][C:27]([CH3:30])([CH3:29])[CH3:28])=[O:35])[N:9]=2)[CH:7]=1. (3) Given the reactants [C:1]([O:5][C:6](=[O:21])[NH:7][C:8]1[C:13]([C:14](=[O:19])[C:15]([F:18])([F:17])[F:16])=[CH:12][CH:11]=[C:10](Cl)[N:9]=1)([CH3:4])([CH3:3])[CH3:2].[C:22]([NH:29][CH2:30][CH2:31][NH2:32])([O:24][C:25]([CH3:28])([CH3:27])[CH3:26])=[O:23].C(N(CC)C(C)C)(C)C, predict the reaction product. The product is: [C:25]([O:24][C:22]([NH:29][CH2:30][CH2:31][NH:32][C:10]1[N:9]=[C:8]([NH:7][C:6](=[O:21])[O:5][C:1]([CH3:4])([CH3:3])[CH3:2])[C:13]([C:14](=[O:19])[C:15]([F:18])([F:17])[F:16])=[CH:12][CH:11]=1)=[O:23])([CH3:28])([CH3:27])[CH3:26]. (4) The product is: [Cl:1][C:2]1[N:3]=[C:4]([NH:18][NH:19][C:27](=[O:28])[C@H:26]([CH2:25][CH:20]2[CH2:21][CH2:22][CH2:23][CH2:24]2)[CH2:30][N:31]([O:32][CH2:33][C:34]2[CH:35]=[CH:36][CH:37]=[CH:38][CH:39]=2)[CH:40]=[O:41])[C:5]([F:17])=[C:6]([N:8]2[CH2:13][CH:12]3[C:10]([N:14]([CH3:16])[CH3:15])([CH2:11]3)[CH2:9]2)[N:7]=1. Given the reactants [Cl:1][C:2]1[N:7]=[C:6]([N:8]2[CH2:13][CH:12]3[C:10]([N:14]([CH3:16])[CH3:15])([CH2:11]3)[CH2:9]2)[C:5]([F:17])=[C:4]([NH:18][NH2:19])[N:3]=1.[CH:20]1([CH2:25][C@H:26]([CH2:30][N:31]([CH:40]=[O:41])[O:32][CH2:33][C:34]2[CH:39]=[CH:38][CH:37]=[CH:36][CH:35]=2)[C:27](O)=[O:28])[CH2:24][CH2:23][CH2:22][CH2:21]1.CN1CCOCC1.ON1C2N=CC=CC=2N=N1.C(Cl)CCl, predict the reaction product. (5) Given the reactants [CH3:1][C:2]1[CH:7]=[C:6]([CH3:8])[N:5]=[C:4]([NH2:9])[CH:3]=1.[I:10](O)(=O)(=O)=O.II.OO.OS(O)(=O)=O.[O-]S([O-])(=S)=O.[Na+].[Na+], predict the reaction product. The product is: [I:10][C:7]1[C:2]([CH3:1])=[CH:3][C:4]([NH2:9])=[N:5][C:6]=1[CH3:8]. (6) Given the reactants [CH2:1]([C:3]1[C:8](=[O:9])[NH:7][C:6]([CH3:10])=[C:5]([C:11]2[CH:12]=[N:13][CH:14]=[C:15]([C:17]([OH:19])=O)[CH:16]=2)[CH:4]=1)[CH3:2].[OH:20][C:21]1[CH:28]=[CH:27][C:24]([CH2:25][NH2:26])=[CH:23][C:22]=1[O:29][CH3:30], predict the reaction product. The product is: [OH:20][C:21]1[CH:28]=[CH:27][C:24]([CH2:25][NH:26][C:17]([C:15]2[CH:16]=[C:11]([C:5]3[CH:4]=[C:3]([CH2:1][CH3:2])[C:8](=[O:9])[NH:7][C:6]=3[CH3:10])[CH:12]=[N:13][CH:14]=2)=[O:19])=[CH:23][C:22]=1[O:29][CH3:30].